Dataset: Reaction yield outcomes from USPTO patents with 853,638 reactions. Task: Predict the reaction yield, written as a fraction of the theoretical maximum amount of product (1.0 means a 100% yield; for example, 0.34 means a 34% yield). (1) The reactants are [CH3:1][O:2][C:3]1[CH:4]=[N:5][C:6]([C:9](OC)=[O:10])=[N:7][CH:8]=1.[BH4-].[Na+]. The catalyst is CCO. The product is [CH3:1][O:2][C:3]1[CH:4]=[N:5][C:6]([CH2:9][OH:10])=[N:7][CH:8]=1. The yield is 0.480. (2) The reactants are [CH3:1][O:2][C:3]([C:5]1([C:8]2[CH:13]=[CH:12][C:11]([O:14][CH2:15][CH2:16][C:17]([O:19]C(C)(C)C)=[O:18])=[CH:10][CH:9]=2)[CH2:7][CH2:6]1)=[O:4]. The catalyst is Cl. The product is [CH3:1][O:2][C:3]([C:5]1([C:8]2[CH:13]=[CH:12][C:11]([O:14][CH2:15][CH2:16][C:17]([OH:19])=[O:18])=[CH:10][CH:9]=2)[CH2:7][CH2:6]1)=[O:4]. The yield is 0.960. (3) The reactants are [Br:1][C:2]1[CH:3]=[C:4]([NH:26][C:27]([C:29]2[S:33][C:32]3[CH:34]=[CH:35][C:36]([OH:38])=[CH:37][C:31]=3[CH:30]=2)=[O:28])[CH:5]=[C:6]([C:8]([C:11]2[CH:16]=[C:15]([O:17][C:18]([F:21])([F:20])[F:19])[CH:14]=[C:13]([O:22][CH:23]([CH3:25])[CH3:24])[CH:12]=2)([CH3:10])[CH3:9])[CH:7]=1.CCN(CC)CC.[O:46]=[P:47](Cl)(Cl)Cl.[OH2:51].C1C[O:55]CC1. No catalyst specified. The product is [P:47]([OH:46])([OH:55])([O:38][C:36]1[CH:35]=[CH:34][C:32]2[S:33][C:29]([C:27](=[O:28])[NH:26][C:4]3[CH:5]=[C:6]([C:8]([C:11]4[CH:16]=[C:15]([O:17][C:18]([F:20])([F:19])[F:21])[CH:14]=[C:13]([O:22][CH:23]([CH3:24])[CH3:25])[CH:12]=4)([CH3:10])[CH3:9])[CH:7]=[C:2]([Br:1])[CH:3]=3)=[CH:30][C:31]=2[CH:37]=1)=[O:51]. The yield is 0.130. (4) The reactants are [NH2:1][C:2]1[S:3][CH:4]=[C:5](/[C:7](=[N:57]/[O:58][C:59]2([C:62]([OH:64])=[O:63])[CH2:61][CH2:60]2)/[C:8]([NH:10][C@@H:11]2[C:14](=[O:15])[N:13]([S:16]([OH:19])(=[O:18])=[O:17])[C@@H:12]2[CH2:20][N:21]2[N:25]=[C:24]([CH2:26][NH:27]/[C:28](=[N:48]/C(OC(C)(C)C)=O)/[N:29](C(OC(C)(C)C)=O)[CH2:30][CH2:31][CH2:32][NH:33]C(=O)OC(C)(C)C)[C:23]([CH3:56])=[N:22]2)=[O:9])[N:6]=1.C1(OC)C=CC=CC=1.C(O)(C(F)(F)F)=O. The yield is 0.440. The catalyst is C(Cl)Cl. The product is [NH2:33][CH2:32][CH2:31][CH2:30][NH:29][C:28](=[NH:48])[NH:27][CH2:26][C:24]1[C:23]([CH3:56])=[N:22][N:21]([CH2:20][C@@H:12]2[C@H:11]([NH:10][C:8](=[O:9])/[C:7](=[N:57]\[O:58][C:59]3([C:62]([OH:64])=[O:63])[CH2:61][CH2:60]3)/[C:5]3[N:6]=[C:2]([NH2:1])[S:3][CH:4]=3)[C:14](=[O:15])[N:13]2[S:16]([OH:19])(=[O:18])=[O:17])[N:25]=1. (5) The reactants are [F:1][C:2]1[CH:26]=[CH:25][CH:24]=[C:23]([F:27])[C:3]=1[O:4][C:5]1[CH:6]=[N:7][N:8]([CH:12]([CH2:16][C:17]2[CH:22]=[CH:21][CH:20]=[CH:19][CH:18]=2)[C:13](O)=[O:14])[C:9](=[O:11])[CH:10]=1.[C:28]([Si:32]([CH3:43])([CH3:42])[O:33][CH2:34][CH2:35][N:36]1[CH:40]=[CH:39][C:38]([NH2:41])=[N:37]1)([CH3:31])([CH3:30])[CH3:29]. The product is [C:28]([Si:32]([CH3:43])([CH3:42])[O:33][CH2:34][CH2:35][N:36]1[CH:40]=[CH:39][C:38]([NH:41][C:13](=[O:14])[CH:12]([N:8]2[C:9](=[O:11])[CH:10]=[C:5]([O:4][C:3]3[C:2]([F:1])=[CH:26][CH:25]=[CH:24][C:23]=3[F:27])[CH:6]=[N:7]2)[CH2:16][C:17]2[CH:22]=[CH:21][CH:20]=[CH:19][CH:18]=2)=[N:37]1)([CH3:31])([CH3:30])[CH3:29]. The yield is 0.570. No catalyst specified. (6) The reactants are C(O)(C(F)(F)F)=O.[CH3:8][C:9]1[O:13][N:12]=[C:11]([C:14]([O:16][CH2:17][CH3:18])=[O:15])[CH:10]=1.[I:19]N1C(=O)CCC1=O. The catalyst is C(OCC)(=O)C. The product is [I:19][C:10]1[C:11]([C:14]([O:16][CH2:17][CH3:18])=[O:15])=[N:12][O:13][C:9]=1[CH3:8]. The yield is 0.662. (7) The catalyst is C1COCC1. The reactants are [Si:1]([O:8][C@@H:9]([CH2:14][N:15]([C:20]1[CH:25]=[CH:24][C:23]([O:26][C:27]2[CH:32]=[CH:31][C:30]([Cl:33])=[CH:29][CH:28]=2)=[CH:22][CH:21]=1)[S:16]([CH3:19])(=[O:18])=[O:17])[C:10]([O:12]C)=[O:11])([C:4]([CH3:7])([CH3:6])[CH3:5])([CH3:3])[CH3:2].[Li+].[OH-].CCOC(C)=O.O.Cl. The product is [Si:1]([O:8][C@@H:9]([CH2:14][N:15]([C:20]1[CH:21]=[CH:22][C:23]([O:26][C:27]2[CH:32]=[CH:31][C:30]([Cl:33])=[CH:29][CH:28]=2)=[CH:24][CH:25]=1)[S:16]([CH3:19])(=[O:17])=[O:18])[C:10]([OH:12])=[O:11])([C:4]([CH3:7])([CH3:6])[CH3:5])([CH3:3])[CH3:2]. The yield is 0.830. (8) The product is [Br:20][C:4]1[CH:5]=[C:6]2[C:10](=[C:2]([F:1])[CH:3]=1)[N:9]([CH3:11])[C:8](=[O:12])[C:7]2([CH3:14])[CH3:13]. The yield is 0.820. The reactants are [F:1][C:2]1[CH:3]=[CH:4][CH:5]=[C:6]2[C:10]=1[N:9]([CH3:11])[C:8](=[O:12])[C:7]2([CH3:14])[CH3:13].C([O-])(=O)C.[Na+].[Br:20]Br. The catalyst is C(Cl)Cl. (9) The reactants are [Cl:1][C:2]1[CH:3]=[C:4]([NH2:16])[C:5]([N:8]([CH3:15])[C:9]2[CH:14]=[CH:13][CH:12]=[CH:11][CH:10]=2)=[CH:6][CH:7]=1.[CH:17](O)=[O:18]. No catalyst specified. The product is [Cl:1][C:2]1[CH:7]=[CH:6][C:5]([N:8]([CH3:15])[C:9]2[CH:14]=[CH:13][CH:12]=[CH:11][CH:10]=2)=[C:4]([NH:16][CH:17]=[O:18])[CH:3]=1. The yield is 1.00.